This data is from Reaction yield outcomes from USPTO patents with 853,638 reactions. The task is: Predict the reaction yield, written as a fraction of the theoretical maximum amount of product (1.0 means a 100% yield; for example, 0.34 means a 34% yield). (1) The reactants are C[Si]([N-][Si](C)(C)C)(C)C.[Na+].C1COCC1.[C:16]([NH:21][C:22]1[N:32]=[CH:31][C:30](/[CH:33]=[CH:34]/[C:35]([O:37]CC)=[O:36])=[CH:29][C:23]=1[C:24]([O:26]CC)=O)(=[O:20])[CH2:17][CH2:18][CH3:19].CO. The catalyst is O. The product is [OH:26][C:24]1[C:23]2[CH:29]=[C:30](/[CH:33]=[CH:34]/[C:35]([OH:37])=[O:36])[CH:31]=[N:32][C:22]=2[NH:21][C:16](=[O:20])[C:17]=1[CH2:18][CH3:19]. The yield is 0.980. (2) The reactants are [C:1]1([OH:9])[CH:6]=[C:5]([CH3:7])[CH:4]=[C:3]([CH3:8])[CH:2]=1.[C:10](=O)([O-])[O-].[K+].[K+].CN(C=O)C.IC. The catalyst is O. The product is [CH3:10][O:9][C:1]1[CH:6]=[C:5]([CH3:7])[CH:4]=[C:3]([CH3:8])[CH:2]=1. The yield is 0.900. (3) The catalyst is C(Cl)Cl.O. The product is [C:1]([C:3]1[CH:4]=[C:5]([CH:10]=[CH:11][C:12]=1[O:13][S:22]([C:25]([F:28])([F:27])[F:26])(=[O:23])=[O:21])[C:6]([O:8][CH3:9])=[O:7])#[N:2]. The reactants are [C:1]([C:3]1[CH:4]=[C:5]([CH:10]=[CH:11][C:12]=1[OH:13])[C:6]([O:8][CH3:9])=[O:7])#[N:2].CCN(CC)CC.[O:21](S(C(F)(F)F)(=O)=O)[S:22]([C:25]([F:28])([F:27])[F:26])(=O)=[O:23]. The yield is 0.280. (4) The catalyst is C(#N)C.C([O-])(=O)C.[Pd+2].C([O-])(=O)C. The product is [C:1]([O:5][C:6](=[O:16])[NH:7][C@H:8]([CH:13]([CH3:14])[CH3:15])[C:9](=[O:12])/[CH:10]=[CH:11]/[C:18]1[CH:23]=[CH:22][CH:21]=[C:20]([O:24][CH3:25])[CH:19]=1)([CH3:4])([CH3:3])[CH3:2]. The yield is 0.880. The reactants are [C:1]([O:5][C:6](=[O:16])[NH:7][C@H:8]([CH:13]([CH3:15])[CH3:14])[C:9](=[O:12])[CH:10]=[CH2:11])([CH3:4])([CH3:3])[CH3:2].I[C:18]1[CH:19]=[C:20]([O:24][CH3:25])[CH:21]=[CH:22][CH:23]=1.C(N(CC)CC)C. (5) The reactants are [F:1][C:2]([F:29])([F:28])[C:3]1[CH:4]=[CH:5][C:6]2[C:10]([N:11]3[CH2:16][CH2:15][N:14]([CH2:17][C@@H:18]4[CH2:20][C@H:19]4[CH2:21]OS(C)(=O)=O)[CH2:13][CH2:12]3)=[CH:9][S:8][C:7]=2[CH:27]=1.[N-:30]=[N+:31]=[N-:32].[Na+]. The product is [N:30]([CH2:21][C@@H:19]1[CH2:20][C@H:18]1[CH2:17][N:14]1[CH2:13][CH2:12][N:11]([C:10]2[C:6]3[CH:5]=[CH:4][C:3]([C:2]([F:28])([F:29])[F:1])=[CH:27][C:7]=3[S:8][CH:9]=2)[CH2:16][CH2:15]1)=[N+:31]=[N-:32]. The yield is 0.430. The catalyst is CC#N. (6) The reactants are [C:1]([C:5]1[O:9][C:8]([C:10]([O:12]CC)=O)=[N:7][CH:6]=1)([CH3:4])([CH3:3])[CH3:2].O.[NH2:16][NH2:17]. The catalyst is C(O)C. The product is [C:1]([C:5]1[O:9][C:8]([C:10]([NH:16][NH2:17])=[O:12])=[N:7][CH:6]=1)([CH3:4])([CH3:3])[CH3:2]. The yield is 0.960.